The task is: Predict the reactants needed to synthesize the given product.. This data is from Full USPTO retrosynthesis dataset with 1.9M reactions from patents (1976-2016). (1) The reactants are: [Br:1][C:2]1[N:3]=[C:4]([C@@H:12]2[CH2:17][CH2:16][CH2:15][N:14]([C:18]([O:20][CH2:21][C:22]3[CH:27]=[CH:26][CH:25]=[CH:24][CH:23]=3)=[O:19])[CH2:13]2)[N:5]2[CH:10]=[CH:9][N:8]=[C:7](Cl)[C:6]=12.C(=O)([O-])[O-].[Cs+].[Cs+].[CH3:34][O:35][C:36]1[CH:43]=[C:42]([O:44][CH3:45])[CH:41]=[CH:40][C:37]=1[CH2:38][NH2:39]. Given the product [Br:1][C:2]1[N:3]=[C:4]([C@@H:12]2[CH2:17][CH2:16][CH2:15][N:14]([C:18]([O:20][CH2:21][C:22]3[CH:27]=[CH:26][CH:25]=[CH:24][CH:23]=3)=[O:19])[CH2:13]2)[N:5]2[CH:10]=[CH:9][N:8]=[C:7]([NH:39][CH2:38][C:37]3[CH:40]=[CH:41][C:42]([O:44][CH3:45])=[CH:43][C:36]=3[O:35][CH3:34])[C:6]=12, predict the reactants needed to synthesize it. (2) Given the product [N:16]([CH2:2][CH:3]([C:9]1[CH:14]=[CH:13][CH:12]=[C:11]([Br:15])[CH:10]=1)[OH:4])=[N+:17]=[N-:18], predict the reactants needed to synthesize it. The reactants are: Br[CH2:2][CH:3]([C:9]1[CH:14]=[CH:13][CH:12]=[C:11]([Br:15])[CH:10]=1)[O:4][Si](C)(C)C.[N-:16]=[N+:17]=[N-:18].[Na+]. (3) Given the product [CH3:15][O:14][C:13]1[C:5]([NH:1][C:2]([NH2:4])=[S:3])=[CH:6][C:7]([C:8]([NH2:10])=[O:9])=[C:11]([CH3:19])[CH:12]=1, predict the reactants needed to synthesize it. The reactants are: [NH:1]([C:5]1[CH:6]=[C:7]([CH:11]=[CH:12][C:13]=1[O:14][C:15](F)(F)F)[C:8]([NH2:10])=[O:9])[C:2]([NH2:4])=[S:3].[CH:19](OC1C=CC(C(N)=O)=CC=1N=C=S)(C)C. (4) Given the product [C:34]([NH:35][CH2:36][CH:37]([OH:47])[C:38]([NH:40][C:41]1[S:42][CH:43]=[C:44]([CH3:46])[N:45]=1)=[O:39])(=[O:33])[CH3:2], predict the reactants needed to synthesize it. The reactants are: [F-].[CH2:2]([N+](CCCC)(CCCC)CCCC)CCC.C1C2C(C[O:33][C:34](=O)[NH:35][CH2:36][CH:37]([O:47][Si](C(C)(C)C)(C)C)[C:38]([NH:40][C:41]3[S:42][CH:43]=[C:44]([CH3:46])[N:45]=3)=[O:39])C3C(=CC=CC=3)C=2C=CC=1.CCN(C(C)C)C(C)C.C(Cl)(=O)C. (5) Given the product [Br:1][C:2]1[CH:7]=[CH:6][C:5]([CH:25]2[CH2:24][CH2:23][O:28][CH2:26]2)=[CH:4][CH:3]=1, predict the reactants needed to synthesize it. The reactants are: [Br:1][C:2]1[CH:7]=[CH:6][C:5](B(O)O)=[CH:4][CH:3]=1.C[Si](C)(C)[N-][Si](C)(C)C.[Na+].N[C@@H]1C[CH2:26][CH2:25][CH2:24][C@H:23]1[OH:28].N#N.IC1CCOC1.Cl. (6) Given the product [Cl:1][C:2]1[CH:28]=[C:6]([C:7](=[O:27])[NH:30][C:31]2([CH3:35])[CH2:34][S:33][CH2:32]2)[C:5]([NH:10][C:9]([C:11]2[N:15]([C:16]3[C:21]([Cl:22])=[CH:20][CH:19]=[CH:18][N:17]=3)[N:14]=[C:13]([C:23]([F:26])([F:25])[F:24])[CH:12]=2)=[O:8])=[C:4]([CH3:29])[CH:3]=1, predict the reactants needed to synthesize it. The reactants are: [Cl:1][C:2]1[CH:3]=[C:4]([CH3:29])[C:5]2[N:10]=[C:9]([C:11]3[N:15]([C:16]4[C:21]([Cl:22])=[CH:20][CH:19]=[CH:18][N:17]=4)[N:14]=[C:13]([C:23]([F:26])([F:25])[F:24])[CH:12]=3)[O:8][C:7](=[O:27])[C:6]=2[CH:28]=1.[NH2:30][C:31]1([CH3:35])[CH2:34][S:33][CH2:32]1.O. (7) Given the product [N+:17]([C:13]1[CH:12]=[C:11]([C:10]2[C:2]3[N:1]=[C:21]([OH:22])[N:20]=[C:4]([OH:6])[C:3]=3[CH:7]=[CH:8][N:9]=2)[CH:16]=[CH:15][CH:14]=1)([O-:19])=[O:18], predict the reactants needed to synthesize it. The reactants are: [NH2:1][C:2]1[C:10]([C:11]2[CH:16]=[CH:15][CH:14]=[C:13]([N+:17]([O-:19])=[O:18])[CH:12]=2)=[N:9][CH:8]=[CH:7][C:3]=1[C:4]([OH:6])=O.[NH2:20][C:21](N)=[O:22].